Regression. Given two drug SMILES strings and cell line genomic features, predict the synergy score measuring deviation from expected non-interaction effect. From a dataset of NCI-60 drug combinations with 297,098 pairs across 59 cell lines. Drug 1: CNC(=O)C1=CC=CC=C1SC2=CC3=C(C=C2)C(=NN3)C=CC4=CC=CC=N4. Drug 2: C1=NC2=C(N=C(N=C2N1C3C(C(C(O3)CO)O)F)Cl)N. Cell line: ACHN. Synergy scores: CSS=27.6, Synergy_ZIP=-3.41, Synergy_Bliss=-3.62, Synergy_Loewe=-17.2, Synergy_HSA=-3.11.